This data is from Full USPTO retrosynthesis dataset with 1.9M reactions from patents (1976-2016). The task is: Predict the reactants needed to synthesize the given product. (1) The reactants are: [S:1]1[CH:5]=[CH:4][CH:3]=[C:2]1[CH:6]=O.[CH3:8][O:9][CH2:10][CH2:11][NH2:12].[C:13]1(=[O:24])[O:19][C:17](=O)[C:16]2=[CH:20][CH:21]=[CH:22][CH:23]=[C:15]2[CH2:14]1.[CH2:25]([C:32]1[CH:38]=[CH:37][C:35]([NH2:36])=[CH:34][CH:33]=1)[C:26]1[CH:31]=[CH:30][CH:29]=[CH:28][CH:27]=1. Given the product [CH2:25]([C:32]1[CH:33]=[CH:34][C:35]([NH:36][C:13]([CH:14]2[C:15]3[C:16](=[CH:20][CH:21]=[CH:22][CH:23]=3)[C:17](=[O:19])[N:12]([CH2:11][CH2:10][O:9][CH3:8])[CH:6]2[C:2]2[S:1][CH:5]=[CH:4][CH:3]=2)=[O:24])=[CH:37][CH:38]=1)[C:26]1[CH:27]=[CH:28][CH:29]=[CH:30][CH:31]=1, predict the reactants needed to synthesize it. (2) The reactants are: [C:1]12([NH2:11])[CH2:10][CH:5]3[CH2:6][CH:7]([CH2:9][CH:3]([CH2:4]3)[CH2:2]1)[CH2:8]2.[F:12][C:13]1[CH:20]=[C:19]([F:21])[CH:18]=[CH:17][C:14]=1[CH:15]=O. Given the product [C:1]12([NH:11][CH2:15][C:14]3[CH:17]=[CH:18][C:19]([F:21])=[CH:20][C:13]=3[F:12])[CH2:8][CH:7]3[CH2:6][CH:5]([CH2:4][CH:3]([CH2:9]3)[CH2:2]1)[CH2:10]2, predict the reactants needed to synthesize it. (3) The reactants are: [C:1]([NH:3][C:4](=[N:12][C:13]1[CH:18]=[CH:17][C:16]([O:19][CH3:20])=[CH:15][C:14]=1[O:21][CH3:22])OC1C=CC=CC=1)#[N:2].Cl.[F:24][C:25]1[CH:30]=[CH:29][CH:28]=[CH:27][C:26]=1[NH:31][NH2:32].C(N(CC)CC)C. Given the product [CH3:22][O:21][C:14]1[CH:15]=[C:16]([O:19][CH3:20])[CH:17]=[CH:18][C:13]=1[NH:12][C:4]1[N:3]=[C:1]([NH2:2])[N:31]([C:26]2[CH:27]=[CH:28][CH:29]=[CH:30][C:25]=2[F:24])[N:32]=1, predict the reactants needed to synthesize it. (4) Given the product [CH3:9][O:8][C:4]1[CH:3]=[C:2]([N:12]2[C:11]([CH3:10])=[CH:15][C:14]([CH3:16])=[N:13]2)[CH:7]=[CH:6][CH:5]=1, predict the reactants needed to synthesize it. The reactants are: I[C:2]1[CH:7]=[CH:6][CH:5]=[C:4]([O:8][CH3:9])[CH:3]=1.[CH3:10][C:11]1[CH:15]=[C:14]([CH3:16])[NH:13][N:12]=1.C([O-])([O-])=O.[K+].[K+].[C@@H]1(N)CCCC[C@H]1N. (5) Given the product [C:1]([O:5][C:6]([N:8]1[C@@H:13]([C@@H:14]([OH:40])[C@@H:15]([NH2:25])[CH2:16][C:17]2[CH:18]=[C:19]([F:24])[CH:20]=[C:21]([F:23])[CH:22]=2)[CH2:12][O:11][C@@H:10]([O:48][CH2:49][C:50]([CH3:53])([CH3:52])[CH3:51])[C@@H:9]1[CH3:54])=[O:7])([CH3:2])([CH3:4])[CH3:3], predict the reactants needed to synthesize it. The reactants are: [C:1]([O:5][C:6]([N:8]1[C@@H:13]([C@@H:14]([O:40]CC2C=CC=CC=2)[C@@H:15]([N:25](CC2C=CC=CC=2)CC2C=CC=CC=2)[CH2:16][C:17]2[CH:22]=[C:21]([F:23])[CH:20]=[C:19]([F:24])[CH:18]=2)[CH2:12][O:11][C@@H:10]([O:48][CH2:49][C:50]([CH3:53])([CH3:52])[CH3:51])[C@@H:9]1[CH3:54])=[O:7])([CH3:4])([CH3:3])[CH3:2]. (6) Given the product [CH3:17][S:18]([O:9][C:4]1[CH:5]=[CH:6][CH:7]=[CH:8][C:3]=1[O:2][CH3:1])(=[O:20])=[O:19], predict the reactants needed to synthesize it. The reactants are: [CH3:1][O:2][C:3]1[CH:8]=[CH:7][CH:6]=[CH:5][C:4]=1[OH:9].C(N(CC)CC)C.[CH3:17][S:18](Cl)(=[O:20])=[O:19]. (7) Given the product [OH:4][CH2:3][C:2]1[CH:1]=[CH:5][C:26]2[C:31](=[CH:32][CH:33]=[C:24]([CH2:16][CH2:17][CH2:18][CH2:19][CH2:20][CH2:21][CH2:22][CH3:23])[CH:25]=2)[CH:30]=1, predict the reactants needed to synthesize it. The reactants are: [CH2:1]1[CH2:5][O:4][CH2:3][CH2:2]1.[H-].[H-].[H-].[H-].[Li+].[Al+3].CC(O)=O.[CH2:16]([C:24]1[CH:25]=[C:26]2[C:31](=[CH:32][CH:33]=1)[CH:30]=CC=C2)[CH2:17][CH2:18][CH2:19][CH2:20][CH2:21][CH2:22][CH3:23].